From a dataset of Catalyst prediction with 721,799 reactions and 888 catalyst types from USPTO. Predict which catalyst facilitates the given reaction. (1) Reactant: [CH2:1]([O:8][C:9]1[CH:14]=[C:13]([O:15][CH2:16][CH2:17][O:18][CH3:19])[CH:12]=[CH:11][C:10]=1[CH2:20][CH2:21][C:22](OCC)=[O:23])[C:2]1[CH:7]=[CH:6][CH:5]=[CH:4][CH:3]=1.[H-].C([Al+]CC(C)C)C(C)C.CO. Product: [CH2:1]([O:8][C:9]1[CH:14]=[C:13]([O:15][CH2:16][CH2:17][O:18][CH3:19])[CH:12]=[CH:11][C:10]=1[CH2:20][CH2:21][CH2:22][OH:23])[C:2]1[CH:3]=[CH:4][CH:5]=[CH:6][CH:7]=1. The catalyst class is: 11. (2) Reactant: CC1(C)C2C(=C(P(C3C=CC=CC=3)C3C=CC=CC=3)C=CC=2)OC2C(P(C3C=CC=CC=3)C3C=CC=CC=3)=CC=CC1=2.Cl[C:44]1[C:45]2[C@H:52]([CH3:53])[CH2:51][CH2:50][C:46]=2[N:47]=[CH:48][N:49]=1.[CH2:54]([N:61]1[CH2:66][CH2:65][C:64]2([C:74]3[C:69](=[CH:70][CH:71]=[CH:72][C:73]=3[CH:75]([OH:77])[CH3:76])[NH:68][CH2:67]2)[CH2:63][CH2:62]1)[C:55]1[CH:60]=[CH:59][CH:58]=[CH:57][CH:56]=1.C([O-])([O-])=O.[Cs+].[Cs+]. Product: [CH2:54]([N:61]1[CH2:66][CH2:65][C:64]2([C:74]3[C:69](=[CH:70][CH:71]=[CH:72][C:73]=3[CH:75]([OH:77])[CH3:76])[N:68]([C:44]3[C:45]4[C@H:52]([CH3:53])[CH2:51][CH2:50][C:46]=4[N:47]=[CH:48][N:49]=3)[CH2:67]2)[CH2:63][CH2:62]1)[C:55]1[CH:60]=[CH:59][CH:58]=[CH:57][CH:56]=1. The catalyst class is: 718. (3) Reactant: [Br:1][C:2]1[CH:11]=[CH:10][C:5]2[N:6]=[C:7](Cl)[S:8][C:4]=2[CH:3]=1.C(N(CC)CC)C.[CH:19]1([N:24]2[CH2:29][CH2:28][NH:27][CH2:26][CH2:25]2)[CH2:23][CH2:22][CH2:21][CH2:20]1. Product: [Br:1][C:2]1[CH:11]=[CH:10][C:5]2[N:6]=[C:7]([N:27]3[CH2:28][CH2:29][N:24]([CH:19]4[CH2:23][CH2:22][CH2:21][CH2:20]4)[CH2:25][CH2:26]3)[S:8][C:4]=2[CH:3]=1. The catalyst class is: 8. (4) The catalyst class is: 47. Product: [CH3:24][O:23][C:22]1[C:3](=[O:2])[C:4]([CH3:29])=[C:5]([CH2:6][C:7]2[CH:8]=[CH:9][C:10]([O:16][CH:17]([CH3:18])[CH3:19])=[C:11]([CH:15]=2)[C:12]([OH:14])=[O:13])[C:20](=[O:27])[C:21]=1[O:25][CH3:26]. Reactant: C[O:2][C:3]1[C:4]([CH3:29])=[C:5]([C:20]([O:27]C)=[C:21]([O:25][CH3:26])[C:22]=1[O:23][CH3:24])[CH2:6][C:7]1[CH:8]=[CH:9][C:10]([O:16][CH:17]([CH3:19])[CH3:18])=[C:11]([CH:15]=1)[C:12]([OH:14])=[O:13].O=[N+]([O-])[O-].[O-][N+](=O)[O-].[O-][N+](=O)[O-].[O-][N+](=O)[O-].[O-][N+](=O)[O-].[O-][N+](=O)[O-].[Ce+4].[NH4+].[NH4+]. (5) Reactant: [C:1]1([C:11]([O:13][CH3:14])=[O:12])[CH:6]=[CH:5][CH:4]=[C:3]([C:7]([O:9]C)=O)[CH:2]=1.[Li+].C[Si]([N-][Si](C)(C)C)(C)C.[Cl:25][C:26]1[N:31]=[C:30]([CH3:32])[CH:29]=[CH:28][N:27]=1. Product: [Cl:25][C:26]1[N:31]=[C:30]([CH2:32][C:7]([C:3]2[CH:2]=[C:1]([CH:6]=[CH:5][CH:4]=2)[C:11]([O:13][CH3:14])=[O:12])=[O:9])[CH:29]=[CH:28][N:27]=1. The catalyst class is: 1. (6) Reactant: C1C=CC(P(C2C=CC=CC=2)C2C=CC=CC=2)=CC=1.[NH2:20][C:21]1[CH:26]=[C:25]([CH2:27]O)[CH:24]=[CH:23][N:22]=1.[C:29]([N:32]1[C:40]2[C:35](=[CH:36][CH:37]=[C:38]([N:41]3[C:45](=[O:46])[C:44]([CH3:48])([CH3:47])[NH:43][C:42]3=[O:49])[CH:39]=2)[C:34]([CH3:51])([CH3:50])[CH2:33]1)(=[O:31])[CH3:30]. Product: [C:29]([N:32]1[C:40]2[C:35](=[CH:36][CH:37]=[C:38]([N:41]3[C:45](=[O:46])[C:44]([CH3:48])([CH3:47])[N:43]([CH2:27][C:25]4[CH:24]=[CH:23][N:22]=[C:21]([NH2:20])[CH:26]=4)[C:42]3=[O:49])[CH:39]=2)[C:34]([CH3:51])([CH3:50])[CH2:33]1)(=[O:31])[CH3:30]. The catalyst class is: 7. (7) Reactant: C[O:2][C:3]([C:5]1[CH:6]=[CH:7][C:8]2[C:14]3([CH2:20][C:21]4[CH:26]=[CH:25][CH:24]=[CH:23][CH:22]=4)[CH2:15][CH2:16][C:17](=[O:19])[CH:18]=[C:13]3[CH2:12][CH2:11][CH2:10][C:9]=2[CH:27]=1)=O.[CH3:28][C:29]1[C:34]([NH2:35])=[CH:33][CH:32]=[CH:31][N:30]=1.CCN(C(C)C)C(C)C.CN(C(F)=[N+](C)C)C.F[P-](F)(F)(F)(F)F. Product: [CH3:28][C:29]1[C:34]([NH:35][C:3]([C:5]2[CH:6]=[CH:7][C:8]3[C:14]4([CH2:20][C:21]5[CH:26]=[CH:25][CH:24]=[CH:23][CH:22]=5)[CH2:15][CH2:16][C:17](=[O:19])[CH:18]=[C:13]4[CH2:12][CH2:11][CH2:10][C:9]=3[CH:27]=2)=[O:2])=[CH:33][CH:32]=[CH:31][N:30]=1. The catalyst class is: 38.